From a dataset of Catalyst prediction with 721,799 reactions and 888 catalyst types from USPTO. Predict which catalyst facilitates the given reaction. (1) Reactant: [CH2:1]([O:3][C:4](=[O:28])[C:5]([C:26]#[N:27])([C:7]1[CH:12]=[CH:11][C:10]([NH:13][C:14](=[O:25])[C:15]2[CH:20]=[CH:19][C:18]([O:21][CH3:22])=[C:17]([O:23][CH3:24])[CH:16]=2)=[CH:9][CH:8]=1)[CH3:6])[CH3:2].Cl.C1C=CC2N(O)N=NC=2C=1.C(Cl)CCl.[N:44]1[CH:45]=[C:46]([C:53](O)=[O:54])[N:47]2[CH:52]=[CH:51][CH:50]=[CH:49][C:48]=12. Product: [CH2:1]([O:3][C:4](=[O:28])[C:5]([C:7]1[CH:8]=[CH:9][C:10]([NH:13][C:14](=[O:25])[C:15]2[CH:20]=[CH:19][C:18]([O:21][CH3:22])=[C:17]([O:23][CH3:24])[CH:16]=2)=[CH:11][CH:12]=1)([CH3:6])[CH2:26][NH:27][C:53]([C:46]1[N:47]2[CH:52]=[CH:51][CH:50]=[CH:49][C:48]2=[N:44][CH:45]=1)=[O:54])[CH3:2]. The catalyst class is: 687. (2) Reactant: [F:1][C:2]1[CH:7]=[C:6]([F:8])[CH:5]=[CH:4][C:3]=1[C:9]1[C:14]([F:15])=[CH:13][N:12]=[C:11]([NH:16][C:17]2[CH:18]=[C:19]([CH2:27]O)[CH:20]=[C:21]([C:23]([F:26])([F:25])[F:24])[CH:22]=2)[N:10]=1.S(Cl)([Cl:31])=O. Product: [ClH:31].[Cl:31][CH2:27][C:19]1[CH:18]=[C:17]([NH:16][C:11]2[N:10]=[C:9]([C:3]3[CH:4]=[CH:5][C:6]([F:8])=[CH:7][C:2]=3[F:1])[C:14]([F:15])=[CH:13][N:12]=2)[CH:22]=[C:21]([C:23]([F:26])([F:25])[F:24])[CH:20]=1. The catalyst class is: 2. (3) The catalyst class is: 3. Product: [CH:12]([N:25]1[CH2:28][CH:27]([O:9][C:4]2[CH:5]=[CH:6][C:7]([Cl:8])=[C:2]([Cl:1])[CH:3]=2)[CH2:26]1)([C:19]1[CH:20]=[CH:21][CH:22]=[CH:23][CH:24]=1)[C:13]1[CH:14]=[CH:15][CH:16]=[CH:17][CH:18]=1. Reactant: [Cl:1][C:2]1[CH:3]=[C:4]([OH:9])[CH:5]=[CH:6][C:7]=1[Cl:8].[H-].[Na+].[CH:12]([N:25]1[CH2:28][CH:27](OS(C)(=O)=O)[CH2:26]1)([C:19]1[CH:24]=[CH:23][CH:22]=[CH:21][CH:20]=1)[C:13]1[CH:18]=[CH:17][CH:16]=[CH:15][CH:14]=1. (4) Reactant: [CH:1]1([N:4]2[C:12]3[CH:11]=[C:10]([NH:13][C:14](=[O:26])[C:15]4[CH:20]=[CH:19][C:18]([C@:21]([OH:25])([CH3:24])[CH2:22][OH:23])=[CH:17][CH:16]=4)[N:9]=[CH:8][C:7]=3[CH:6]=[CH:5]2)[CH2:3][CH2:2]1.[Cl:27]N1C(=O)CCC1=O. Product: [Cl:27][C:6]1[C:7]2[CH:8]=[N:9][C:10]([NH:13][C:14](=[O:26])[C:15]3[CH:20]=[CH:19][C:18]([C@:21]([OH:25])([CH3:24])[CH2:22][OH:23])=[CH:17][CH:16]=3)=[CH:11][C:12]=2[N:4]([CH:1]2[CH2:3][CH2:2]2)[CH:5]=1. The catalyst class is: 9.